This data is from Catalyst prediction with 721,799 reactions and 888 catalyst types from USPTO. The task is: Predict which catalyst facilitates the given reaction. (1) Reactant: [N+:1]([C:4]1[CH:8]=[CH:7][NH:6][N:5]=1)([O-:3])=[O:2].C(=O)([O-])[O-].[K+].[K+].[I-].[Na+].Br[CH2:18][C:19]1[CH:24]=[C:23]([Cl:25])[CH:22]=[CH:21][C:20]=1[O:26][CH2:27][C:28]1[CH:33]=[CH:32][CH:31]=[CH:30][CH:29]=1. Product: [Cl:25][C:23]1[CH:22]=[CH:21][C:20]([O:26][CH2:27][C:28]2[CH:29]=[CH:30][CH:31]=[CH:32][CH:33]=2)=[C:19]([CH2:18][N:6]2[CH:7]=[CH:8][C:4]([N+:1]([O-:3])=[O:2])=[N:5]2)[CH:24]=1. The catalyst class is: 3. (2) Reactant: [NH:1]1[CH2:6][CH2:5][O:4][CH:3]([C:7]2[CH:12]=[CH:11][C:10]([OH:13])=[CH:9][CH:8]=2)[CH2:2]1.[C:14]([O:18][C:19]([CH3:22])([CH3:21])[CH3:20])(=[O:17])[CH:15]=[CH2:16]. Product: [C:19]([O:18][C:14](=[O:17])[CH2:15][CH2:16][N:1]1[CH2:6][CH2:5][O:4][CH:3]([C:7]2[CH:12]=[CH:11][C:10]([OH:13])=[CH:9][CH:8]=2)[CH2:2]1)([CH3:22])([CH3:21])[CH3:20]. The catalyst class is: 23. (3) Reactant: [NH2:1][C:2]1[N:7]=[C:6]2[N:8]([CH2:20][CH3:21])[C:9]([C:11]([N:13]([CH:17]3[CH2:19][CH2:18]3)[CH:14]3[CH2:16][CH2:15]3)=[O:12])=[CH:10][C:5]2=[C:4]2[N:22]([CH3:25])[CH:23]=[N:24][C:3]=12.C(N(CC)CC)C.[Cl:33][CH2:34][C:35](Cl)=[O:36]. Product: [Cl:33][CH2:34][C:35]([NH:1][C:2]1[N:7]=[C:6]2[N:8]([CH2:20][CH3:21])[C:9]([C:11]([N:13]([CH:17]3[CH2:19][CH2:18]3)[CH:14]3[CH2:16][CH2:15]3)=[O:12])=[CH:10][C:5]2=[C:4]2[N:22]([CH3:25])[CH:23]=[N:24][C:3]=12)=[O:36]. The catalyst class is: 4. (4) Reactant: [CH3:1][C:2]1[C:3]([N:9]2[CH2:14][CH2:13][NH:12][CH2:11][CH2:10]2)=[N:4][CH:5]=[C:6]([CH3:8])[CH:7]=1.[Br:15][C:16]1[CH:24]=[CH:23][C:19]([C:20](O)=[O:21])=[C:18]([CH3:25])[CH:17]=1.O.[Cl-].COC1N=C(OC)N=C([N+]2(C)CCOCC2)N=1.C(Cl)(Cl)Cl. Product: [Br:15][C:16]1[CH:24]=[CH:23][C:19]([C:20]([N:12]2[CH2:11][CH2:10][N:9]([C:3]3[C:2]([CH3:1])=[CH:7][C:6]([CH3:8])=[CH:5][N:4]=3)[CH2:14][CH2:13]2)=[O:21])=[C:18]([CH3:25])[CH:17]=1. The catalyst class is: 5. (5) Reactant: O1CCCCC1[N:7]1[C:15]2[C:10](=[CH:11][C:12]([CH2:16][CH2:17][C:18]3[N:23]=[CH:22][N:21]=[C:20]([NH:24][C:25]4[CH:30]=[CH:29][C:28]([C:31]([F:34])([F:33])[F:32])=[CH:27][CH:26]=4)[N:19]=3)=[CH:13][CH:14]=2)[CH:9]=[N:8]1.C(O)(C(F)(F)F)=O. Product: [NH:7]1[C:15]2[C:10](=[CH:11][C:12]([CH2:16][CH2:17][C:18]3[N:23]=[CH:22][N:21]=[C:20]([NH:24][C:25]4[CH:30]=[CH:29][C:28]([C:31]([F:33])([F:34])[F:32])=[CH:27][CH:26]=4)[N:19]=3)=[CH:13][CH:14]=2)[CH:9]=[N:8]1. The catalyst class is: 2. (6) Reactant: [C:1]([O-:12])(=[O:11])[CH2:2][CH2:3][CH2:4][CH2:5][CH2:6][CH2:7][CH2:8][CH2:9][CH3:10].[Ag+:13]. Product: [Ag:13].[C:1]([O-:12])(=[O:11])[CH2:2][CH2:3][CH2:4][CH2:5][CH2:6][CH2:7][CH2:8][CH2:9][CH3:10].[Ag+:13]. The catalyst class is: 673. (7) Reactant: [F:1][C:2]([F:51])([F:50])[C:3]1[CH:4]=[C:5]([C@H:13]2[O:17][C:16](=[O:18])[N:15]([CH2:19][C:20]3[C:25]([C:26]4[S:30][C:29]([C:31]5[CH:39]=[CH:38][C:34]([C:35]([OH:37])=[O:36])=[CH:33][C:32]=5[CH3:40])=[N:28][C:27]=4[C:41]([CH3:44])([CH3:43])[CH3:42])=[CH:24][N:23]=[C:22](S(C)(=O)=O)[N:21]=3)[C@H:14]2[CH3:49])[CH:6]=[C:7]([C:9]([F:12])([F:11])[F:10])[CH:8]=1.Cl.[F:53][CH:54]1[CH2:57][NH:56][CH2:55]1.CCN(C(C)C)C(C)C. Product: [F:11][C:9]([F:10])([F:12])[C:7]1[CH:6]=[C:5]([C@H:13]2[O:17][C:16](=[O:18])[N:15]([CH2:19][C:20]3[C:25]([C:26]4[S:30][C:29]([C:31]5[CH:39]=[CH:38][C:34]([C:35]([OH:37])=[O:36])=[CH:33][C:32]=5[CH3:40])=[N:28][C:27]=4[C:41]([CH3:44])([CH3:42])[CH3:43])=[CH:24][N:23]=[C:22]([N:56]4[CH2:57][CH:54]([F:53])[CH2:55]4)[N:21]=3)[C@H:14]2[CH3:49])[CH:4]=[C:3]([C:2]([F:1])([F:51])[F:50])[CH:8]=1. The catalyst class is: 1.